Regression. Given two drug SMILES strings and cell line genomic features, predict the synergy score measuring deviation from expected non-interaction effect. From a dataset of NCI-60 drug combinations with 297,098 pairs across 59 cell lines. (1) Cell line: PC-3. Synergy scores: CSS=31.3, Synergy_ZIP=-9.45, Synergy_Bliss=-2.82, Synergy_Loewe=-1.28, Synergy_HSA=0.451. Drug 2: CC1=C(N=C(N=C1N)C(CC(=O)N)NCC(C(=O)N)N)C(=O)NC(C(C2=CN=CN2)OC3C(C(C(C(O3)CO)O)O)OC4C(C(C(C(O4)CO)O)OC(=O)N)O)C(=O)NC(C)C(C(C)C(=O)NC(C(C)O)C(=O)NCCC5=NC(=CS5)C6=NC(=CS6)C(=O)NCCC[S+](C)C)O. Drug 1: C1=NC(=NC(=O)N1C2C(C(C(O2)CO)O)O)N. (2) Drug 1: C1C(C(OC1N2C=C(C(=O)NC2=O)F)CO)O. Drug 2: CCC1=C2CN3C(=CC4=C(C3=O)COC(=O)C4(CC)O)C2=NC5=C1C=C(C=C5)O. Cell line: RXF 393. Synergy scores: CSS=4.01, Synergy_ZIP=0.404, Synergy_Bliss=3.10, Synergy_Loewe=-2.11, Synergy_HSA=-0.0347. (3) Drug 1: CCCCC(=O)OCC(=O)C1(CC(C2=C(C1)C(=C3C(=C2O)C(=O)C4=C(C3=O)C=CC=C4OC)O)OC5CC(C(C(O5)C)O)NC(=O)C(F)(F)F)O. Drug 2: C1=CC=C(C=C1)NC(=O)CCCCCCC(=O)NO. Cell line: CAKI-1. Synergy scores: CSS=51.4, Synergy_ZIP=8.58, Synergy_Bliss=8.38, Synergy_Loewe=-10.5, Synergy_HSA=12.7. (4) Drug 1: CC1C(C(CC(O1)OC2CC(CC3=C2C(=C4C(=C3O)C(=O)C5=C(C4=O)C(=CC=C5)OC)O)(C(=O)CO)O)N)O.Cl. Drug 2: CC1=C(N=C(N=C1N)C(CC(=O)N)NCC(C(=O)N)N)C(=O)NC(C(C2=CN=CN2)OC3C(C(C(C(O3)CO)O)O)OC4C(C(C(C(O4)CO)O)OC(=O)N)O)C(=O)NC(C)C(C(C)C(=O)NC(C(C)O)C(=O)NCCC5=NC(=CS5)C6=NC(=CS6)C(=O)NCCC[S+](C)C)O. Cell line: SR. Synergy scores: CSS=79.2, Synergy_ZIP=-2.96, Synergy_Bliss=-3.62, Synergy_Loewe=-1.59, Synergy_HSA=-0.177. (5) Drug 1: COC1=C2C(=CC3=C1OC=C3)C=CC(=O)O2. Drug 2: CC12CCC3C(C1CCC2OP(=O)(O)O)CCC4=C3C=CC(=C4)OC(=O)N(CCCl)CCCl.[Na+]. Cell line: A549. Synergy scores: CSS=7.39, Synergy_ZIP=-2.73, Synergy_Bliss=-0.871, Synergy_Loewe=-0.907, Synergy_HSA=-0.120. (6) Drug 1: C1CCC(CC1)NC(=O)N(CCCl)N=O. Drug 2: C1CN(P(=O)(OC1)NCCCl)CCCl. Cell line: RPMI-8226. Synergy scores: CSS=23.7, Synergy_ZIP=0.173, Synergy_Bliss=-4.25, Synergy_Loewe=-40.8, Synergy_HSA=-4.82. (7) Drug 1: CC1=C(C=C(C=C1)NC(=O)C2=CC=C(C=C2)CN3CCN(CC3)C)NC4=NC=CC(=N4)C5=CN=CC=C5. Drug 2: CN1C2=C(C=C(C=C2)N(CCCl)CCCl)N=C1CCCC(=O)O.Cl. Cell line: HCT116. Synergy scores: CSS=4.34, Synergy_ZIP=0.744, Synergy_Bliss=0.0869, Synergy_Loewe=0.878, Synergy_HSA=-2.46. (8) Drug 2: COC1=NC(=NC2=C1N=CN2C3C(C(C(O3)CO)O)O)N. Drug 1: COC1=C(C=C2C(=C1)N=CN=C2NC3=CC(=C(C=C3)F)Cl)OCCCN4CCOCC4. Cell line: RPMI-8226. Synergy scores: CSS=15.7, Synergy_ZIP=6.77, Synergy_Bliss=10.4, Synergy_Loewe=-3.43, Synergy_HSA=6.30.